Dataset: NCI-60 drug combinations with 297,098 pairs across 59 cell lines. Task: Regression. Given two drug SMILES strings and cell line genomic features, predict the synergy score measuring deviation from expected non-interaction effect. Drug 1: CN(C)C1=NC(=NC(=N1)N(C)C)N(C)C. Drug 2: CN(CCCl)CCCl.Cl. Cell line: A498. Synergy scores: CSS=-3.86, Synergy_ZIP=-1.58, Synergy_Bliss=2.15, Synergy_Loewe=-19.0, Synergy_HSA=-2.85.